This data is from Experimentally validated miRNA-target interactions with 360,000+ pairs, plus equal number of negative samples. The task is: Binary Classification. Given a miRNA mature sequence and a target amino acid sequence, predict their likelihood of interaction. (1) The protein sequence of the target gene is MSVSSGVQILTKPETVDRRRSAETTKEAGRPLEMAVSEPEASAAEWKQLDPAQSNLYNDVMLENYCNQASMGCQAPKPDMISKLEKGEAPWLGKGKRPSQGCPSKIARPKQKETDGKVQKDDDQLENIQKSQNKLLREVAVKKKTQAKKNGSDCGSLGKKNNLHKKHVPSKKRLLKFESCGKILKQNLDLPDHSRNCVKRKSDAAKEHKKSFNHSLSDTRKGKKQTGKKHEKLSSHSSSDKCNKTGKKHDKLCCHSSSHIKQDKIQTGEKHEKSPSLSSSTKHEKPQACVKPYECNQCGK.... Result: 0 (no interaction). The miRNA is hsa-miR-6504-5p with sequence UCUGGCUGUGCUGUAAUGCAG. (2) The miRNA is ssc-miR-221-3p with sequence AGCUACAUUGUCUGCUGGGUUU. The protein sequence of the target gene is MGIKTALPAAELGLYSLVLSGALAYAGRGLLEASQDGAHRKAFRESVRPGWEYIGRKMDVADFEWVMWFTSFRNVIIFALSGHVLFAKLCTMVAPKLRSWMYAVYGALAVMGTMGPWYLLLLLGHCVGLYVASLLGQPWLCLGLGLASLASFKMDPLISWQSGFVTGTFDLQEVLFHGGSSFTVLRCTSFALESCAHPDRHYSLADLLKYNFYLPFFFFGPIMTFDRFHAQVSQVEPVRREGELWHIRAQAGLSVVAIMAVDIFFHFFYILTIPSDLKFANRLPDSALAGLAYSNLVYDW.... Result: 0 (no interaction). (3) The miRNA is hsa-miR-92b-3p with sequence UAUUGCACUCGUCCCGGCCUCC. The protein sequence of the target gene is MAETLEFNDVYQEVKGSMNDGRLRLSRQGIIFKNSKTGKVDNIQAGELTEGIWRRVALGHGLKLLTKNGHVYKYDGFRESEFEKLSDFFKTHYRLELMEKDLCVKGWNWGTVKFGGQLLSFDIGDQPVFEIPLSNVSQCTTGKNEVTLEFHQNDDAEVSLMEVRFYVPPTQEDGVDPVEAFAQNVLSKADVIQATGDAICIFRELQCLTPRGRYDIRIYPTFLHLHGKTFDYKIPYTTVLRLFLLPHKDQRQMFFVISLDPPIKQGQTRYHFLILLFSKDEDISLTLNMNEEEVEKRFEG.... Result: 1 (interaction). (4) The miRNA is mmu-miR-883b-5p with sequence UACUGAGAAUGGGUAGCAGUCA. The protein sequence of the target gene is MVSSNGSQCPYDDSFKYTLYGCMFSMVFVLGLISNCVAIYIFICALKVRNETTTYMINLAMSDLLFVFTLPFRIFYFATRNWPFGDLLCKISVMLFYTNMYGSILFLTCISVDRFLAIVYPFKSKTLRTKRNAKIVCIAVWFTVMGGSAPAVFFQSTHSQGNNTSEACFENFPAATWKTYLSRIVIFIEIVGFFIPLILNVTCSSMVLRTLNKPVTLSRSKMNKTKVLKMIFVHLVIFCFCFVPYNINLILYSLMRTQTFVNCSVVAAVRTMYPITLCIAVSNCCFDPIVYYFTSDTIQN.... Result: 0 (no interaction). (5) The miRNA is mmu-miR-1956 with sequence AGUCCAGGGCUGAGUCAGCGGA. The protein sequence of the target gene is MAKGGEALPQGSPAPVQDPHLIKVTVKTPKDKEDFSVTDTCTIQQLKEEISQRFKAHPDQLVLIFAGKILKDPDSLAQCGVRDGLTVHLVIKRQHRAMGNECPAASVPTQGPSPGSLPQPSSIYPADGPPAFSLGLLTGLSRLGLAYRGFPDQPSSLMRQHVSVPEFVTQLIDDPFIPGLLSNTGLVRQLVLDNPHMQQLIQHNPEIGHILNNPEIMRQTLEFLRNPAMMQEMIRSQDRVLSNLESIPGGYNVLCTMYTDIMDPMLNAVQEQFGGNPFATATTDNATTTTSQPSRMENCD.... Result: 0 (no interaction). (6) The miRNA is hsa-miR-3065-5p with sequence UCAACAAAAUCACUGAUGCUGGA. The protein sequence of the target gene is MLRACQLSGVTVAAQSCLCGKFVLRPLRPCRRYSTSSSSGLTAGKIAGAGLLFVGGGIGGTILYAKWDSHFRESVEKTIPYSDKLFGMVLGSAPYTVPLPKKPVQSGPLKISSVSEVMKDSKLPVAQSQKTKGDTPASAASTGAAQIISAAGDTLSVPAPAVQHEDTIKTECPNTNEGKSTSETTEEAFSSSVRERPPEEVAARLAQQEKQEQVEMESLAKSLEDALNRTSSVTLQTITAQNAAVQAVKAHSNILKTAMDNSEIAGEKKSAQWRTVEGALKERRKAVDEAADALLKAKEE.... Result: 0 (no interaction).